This data is from Catalyst prediction with 721,799 reactions and 888 catalyst types from USPTO. The task is: Predict which catalyst facilitates the given reaction. (1) Reactant: [C:1]([C@H:5]([NH:9][NH:10][C:11](=[O:21])[C:12]1[CH:17]=[CH:16][CH:15]=[C:14]([O:18][CH3:19])[C:13]=1[CH3:20])[CH2:6][CH:7]=[CH2:8])([CH3:4])([CH3:3])[CH3:2].C[C@@:23]([C:31]1[CH:36]=[CH:35][CH:34]=[CH:33][CH:32]=1)([C:27]([F:30])([F:29])[F:28])[C:24](Cl)=[O:25].[C:37]([O-])([O-])=[O:38].[K+].[K+]. Product: [C:1]([C@H:5]([N:9]([C:24](=[O:25])[C@@:23]([O:38][CH3:37])([C:31]1[CH:36]=[CH:35][CH:34]=[CH:33][CH:32]=1)[C:27]([F:30])([F:29])[F:28])[NH:10][C:11](=[O:21])[C:12]1[CH:17]=[CH:16][CH:15]=[C:14]([O:18][CH3:19])[C:13]=1[CH3:20])[CH2:6][CH:7]=[CH2:8])([CH3:4])([CH3:2])[CH3:3]. The catalyst class is: 34. (2) Reactant: C(O[C:4]1[CH:5]=[C:6]2[C:10](=[CH:11][C:12]=1[O:13][CH2:14][CH2:15]COC1CCCCO1)[C:9](=O)[CH2:8][CH2:7]2)C.[CH2:25]([O:27][C:28]1[CH:29]=[C:30]([N:34]=[C:35]=S)[CH:31]=[CH:32][CH:33]=1)[CH3:26].[CH3:37][Si](C)(C)[Si](C)(C)C.[Li].[NH2:46][NH2:47].[C:48]([OH:51])(=[O:50])[CH3:49]. Product: [CH2:14]([O:13][C:12]1[CH:11]=[C:10]2[C:6](=[CH:5][C:4]=1[O:50][CH:48]([OH:51])[CH2:49][CH2:35][NH:34][C:30]1[CH:31]=[CH:32][CH:33]=[C:28]([O:27][CH2:25][CH3:26])[CH:29]=1)[C:7]1=[N:46][NH:47][CH:37]=[C:8]1[CH2:9]2)[CH3:15]. The catalyst class is: 476. (3) Reactant: C([Cl:4])(=[O:3])C.O.[O:6]=[C:7]([CH2:9][N:10]([C:12](=[NH:14])[NH2:13])[CH3:11])[OH:8]. Product: [OH2:3].[O:6]=[C:7]([CH2:9][N:10]([C:12](=[NH:13])[NH2:14])[CH3:11])[OH:8].[ClH:4]. The catalyst class is: 8. (4) The catalyst class is: 19. Product: [Si:1]([O:8][C@H:9]1[CH2:14][CH2:13][CH2:12][C@@H:11]([C:15]2[N:16]=[CH:17][C:18]([NH2:21])=[N:19][CH:20]=2)[CH2:10]1)([C:4]([CH3:7])([CH3:5])[CH3:6])([CH3:3])[CH3:2]. Reactant: [Si:1]([O:8][CH:9]1[CH2:14][CH2:13][CH2:12][C:11]([C:15]2[N:16]=[CH:17][C:18]([NH2:21])=[N:19][CH:20]=2)=[CH:10]1)([C:4]([CH3:7])([CH3:6])[CH3:5])([CH3:3])[CH3:2].